This data is from Forward reaction prediction with 1.9M reactions from USPTO patents (1976-2016). The task is: Predict the product of the given reaction. (1) Given the reactants C(OC([C@H:11]1[C:24](=[O:25])[N:23]([CH:26]2[CH2:30][CH2:29][N:28]([C:31]([O:33][C:34]([CH3:37])([CH3:36])[CH3:35])=[O:32])[CH2:27]2)[CH2:22][C:14]2[C:15]3[CH:16]=[N:17][NH:18][C:19]=3[CH:20]=[CH:21][C:13]=2[CH2:12]1)=O)C1C=CC=CC=1.[H][H].C(N(CC)CC)C.C1C(=O)[N:51](OC(ON2C(=O)CCC2=O)=O)[C:49](=[O:50])C1.C(O)(=O)C.[NH:69]1[CH2:74][CH2:73][CH:72]([N:75]2[CH2:84][C:83]3[C:78](=[CH:79][CH:80]=[CH:81][CH:82]=3)[NH:77][C:76]2=[O:85])[CH2:71][CH2:70]1, predict the reaction product. The product is: [O:25]=[C:24]1[N:23]([CH:26]2[CH2:30][CH2:29][N:28]([C:31]([O:33][C:34]([CH3:37])([CH3:35])[CH3:36])=[O:32])[CH2:27]2)[CH2:22][C:14]2[C:15]3[CH:16]=[N:17][NH:18][C:19]=3[CH:20]=[CH:21][C:13]=2[CH2:12][C@H:11]1[NH:51][C:49]([N:69]1[CH2:70][CH2:71][CH:72]([N:75]2[CH2:84][C:83]3[C:78](=[CH:79][CH:80]=[CH:81][CH:82]=3)[NH:77][C:76]2=[O:85])[CH2:73][CH2:74]1)=[O:50]. (2) Given the reactants [Cl:1][C:2]1[CH:3]=[C:4]([N:9]2CS/[C:10]/2=[N:13]\[C:14](=O)[C:15]2[CH:20]=[CH:19][CH:18]=[CH:17][CH:16]=2)[CH:5]=[C:6]([Cl:8])[CH:7]=1.[NH2:22][NH2:23], predict the reaction product. The product is: [Cl:8][C:6]1[CH:5]=[C:4]([NH:9][C:10]2[N:13]=[C:14]([C:15]3[CH:16]=[CH:17][CH:18]=[CH:19][CH:20]=3)[NH:23][N:22]=2)[CH:3]=[C:2]([Cl:1])[CH:7]=1. (3) Given the reactants Br[C:2]1[CH2:5][CH2:4][C:3]=1[NH:6][C:7](=[O:18])[C:8]1[CH:13]=[CH:12][CH:11]=[CH:10][C:9]=1[C:14]([F:17])([F:16])[F:15].[S:19]1[C:23]2[CH:24]=[CH:25][CH:26]=[CH:27][C:22]=2[CH:21]=[C:20]1B(O)O.P([O-])([O-])([O-])=O.[K+].[K+].[K+], predict the reaction product. The product is: [S:19]1[C:23]2[CH:24]=[CH:25][CH:26]=[CH:27][C:22]=2[CH:21]=[C:20]1[C:2]1[CH2:5][CH2:4][C:3]=1[NH:6][C:7](=[O:18])[C:8]1[CH:13]=[CH:12][CH:11]=[CH:10][C:9]=1[C:14]([F:17])([F:16])[F:15]. (4) Given the reactants [CH3:1][O:2][C:3]1[C:8]([O:9][CH3:10])=[CH:7][CH:6]=[CH:5][C:4]=1[CH:11]([CH:13]1[CH2:18][CH2:17][N:16]([CH2:19][CH2:20][C:21]2[CH:26]=[CH:25][C:24]([F:27])=[CH:23][CH:22]=2)[CH2:15][CH2:14]1)[OH:12], predict the reaction product. The product is: [CH3:1][O:2][C:3]1[C:8]([O:9][CH3:10])=[CH:7][CH:6]=[CH:5][C:4]=1[C@@H:11]([CH:13]1[CH2:14][CH2:15][N:16]([CH2:19][CH2:20][C:21]2[CH:26]=[CH:25][C:24]([F:27])=[CH:23][CH:22]=2)[CH2:17][CH2:18]1)[OH:12]. (5) Given the reactants P(Cl)(Cl)(Cl)=O.[CH2:6]([O:13][C:14]1[C:19]2[CH:20]=[CH:21][O:22][C:18]=2[CH:17]=[CH:16][CH:15]=1)[C:7]1[CH:12]=[CH:11][CH:10]=[CH:9][CH:8]=1.[C:23]([O-])(=[O:25])C.[Na+], predict the reaction product. The product is: [CH2:6]([O:13][C:14]1[C:19]2[CH:20]=[CH:21][O:22][C:18]=2[C:17]([CH:23]=[O:25])=[CH:16][CH:15]=1)[C:7]1[CH:8]=[CH:9][CH:10]=[CH:11][CH:12]=1. (6) Given the reactants [Cl:1][C:2]1[CH:3]=[C:4]([CH:16]=[C:17]([N+:20]([O-])=O)[C:18]=1[CH3:19])[C:5]([NH:7][CH2:8][C:9]1[CH:14]=[CH:13][CH:12]=[C:11]([Cl:15])[CH:10]=1)=[O:6].[Sn](Cl)Cl.C(OCC)(=O)C.[OH-].[Na+], predict the reaction product. The product is: [NH2:20][C:17]1[CH:16]=[C:4]([CH:3]=[C:2]([Cl:1])[C:18]=1[CH3:19])[C:5]([NH:7][CH2:8][C:9]1[CH:14]=[CH:13][CH:12]=[C:11]([Cl:15])[CH:10]=1)=[O:6]. (7) Given the reactants O.[F:2][C:3]1[CH:8]=[CH:7][C:6]([C:9]2[NH:13][N:12]=[C:11]([C:14](O)=[O:15])[C:10]=2[C:17]2[CH:22]=[CH:21][N:20]=[CH:19][CH:18]=2)=[CH:5][CH:4]=1.[H-].[Al+3].[Li+].[H-].[H-].[H-].[OH-].[K+], predict the reaction product. The product is: [F:2][C:3]1[CH:4]=[CH:5][C:6]([C:9]2[NH:13][N:12]=[C:11]([CH2:14][OH:15])[C:10]=2[C:17]2[CH:18]=[CH:19][N:20]=[CH:21][CH:22]=2)=[CH:7][CH:8]=1. (8) Given the reactants [C:1](=O)([O-])[O-].[Cs+].[Cs+].IC.[CH:9]1([C:13]2[C:22]([CH:23]3[CH2:25][CH2:24]3)=[CH:21][C:16]([C:17]([O:19][CH3:20])=[O:18])=[C:15]([OH:26])[CH:14]=2)[CH2:12][CH2:11][CH2:10]1.O, predict the reaction product. The product is: [CH:9]1([C:13]2[C:22]([CH:23]3[CH2:24][CH2:25]3)=[CH:21][C:16]([C:17]([O:19][CH3:20])=[O:18])=[C:15]([O:26][CH3:1])[CH:14]=2)[CH2:12][CH2:11][CH2:10]1. (9) Given the reactants Cl[C:2]1[C:11]2[C:6](=[CH:7][C:8]([Cl:12])=[CH:9][CH:10]=2)[CH:5]=[CH:4][N:3]=1.CC1(C)C(C)(C)OB([C:21]2[CH:33]=[C:32]([CH3:34])[C:31]3[C:30]4[C:25](=[CH:26][CH:27]=[CH:28][CH:29]=4)[C:24]([CH3:36])([CH3:35])[C:23]=3[CH:22]=2)O1.C(=O)([O-])[O-].[K+].[K+], predict the reaction product. The product is: [Cl:12][C:8]1[CH:7]=[C:6]2[C:11](=[CH:10][CH:9]=1)[C:2]([C:21]1[CH:33]=[C:32]([CH3:34])[C:31]3[C:30]4[C:25](=[CH:26][CH:27]=[CH:28][CH:29]=4)[C:24]([CH3:36])([CH3:35])[C:23]=3[CH:22]=1)=[N:3][CH:4]=[CH:5]2. (10) Given the reactants [NH2:1][C:2]1[C:11]([CH3:12])=[CH:10][C:9](Br)=[CH:8][C:3]=1[C:4]([NH:6][CH3:7])=[O:5].[C-:14]#[N:15].[Na+], predict the reaction product. The product is: [NH2:1][C:2]1[C:11]([CH3:12])=[CH:10][C:9]([C:14]#[N:15])=[CH:8][C:3]=1[C:4]([NH:6][CH3:7])=[O:5].